This data is from Experimentally validated miRNA-target interactions with 360,000+ pairs, plus equal number of negative samples. The task is: Binary Classification. Given a miRNA mature sequence and a target amino acid sequence, predict their likelihood of interaction. (1) The miRNA is hsa-miR-767-5p with sequence UGCACCAUGGUUGUCUGAGCAUG. The protein sequence of the target gene is MGRDQRAVAGPALRRWLLLGTVTVGFLAQSVLAGVKKFDVPCGGRDCSGGCQCYPEKGGRGQPGPVGPQGYNGPPGLQGFPGLQGRKGDKGERGAPGVTGPKGDVGARGVSGFPGADGIPGHPGQGGPRGRPGYDGCNGTQGDSGPQGPPGSEGFTGPPGPQGPKGQKGEPYALPKEERDRYRGEPGEPGLVGFQGPPGRPGHVGQMGPVGAPGRPGPPGPPGPKGQQGNRGLGFYGVKGEKGDVGQPGPNGIPSDTLHPIIAPTGVTFHPDQYKGEKGSEGEPGIRGISLKGEEGIMGF.... Result: 1 (interaction). (2) The miRNA is hsa-miR-6515-5p with sequence UUGGAGGGUGUGGAAGACAUC. The protein sequence of the target gene is MVAPGSVTSRLGSVFPFLLVLVDLQYEGAECGVNADVEKHLELGKKLLAAGQLADALSQFHAAVDGDPDNYIAYYRRATVFLAMGKSKAALPDLTKVIQLKMDFTAARLQRGHLLLKQGKLDEAEDDFKKVLKSNPSENEEKEAQSQLIKSDEMQRLRSQALNAFGSGDYTAAIAFLDKILEVCVWDAELRELRAECFIKEGEPRKAISDLKAASKLKNDNTEAFYKISTLYYQLGDHELSLSEVRECLKLDQDHKRCFAHYKQVKKLNKLIESAEELIRDGRYTDATSKYESVMKTEPS.... Result: 0 (no interaction). (3) The miRNA is hsa-miR-103a-2-5p with sequence AGCUUCUUUACAGUGCUGCCUUG. The protein sequence of the target gene is MGEQPIFTTRAHVFQIDPNTKKNWMPASKQAVTVSYFYDVTRNSYRIISVDGAKVIINSTITPNMTFTKTSQKFGQWADSRANTVFGLGFSSEQQLTKFAEKFQEVKEAAKIAKDKTQEKIETSSNHSQESGRETPSSTQASSVNGTDDEKASHAGPANTHLKSENDKLKIALTQSAANVKKWEIELQTLRESNARLTTALQESAASVEQWKRQFSICRDENDRLRNKIDELEEQCSEINREKEKNTQLKRRIEELEAELREKETELKDLRKQSEIIPQLMSECEYVSEKLEAAERDNQN.... Result: 1 (interaction). (4) The miRNA is hsa-miR-6895-5p with sequence CAGGGCCAGGCACAGAGUAAG. The protein sequence of the target gene is MLFWHTQPEHYNQHNSGSYLRDVLALPIFKQEEPQLSPENEARLPPLQYVLCAATSPAVKLHEETLTYLNQGQSYEIRLLENRKLGDFQDLNTKYVKSIIRVVFHDRRLQYTEHQQLEGWRWSRPGDRILDIDIPLSVGILDPRASPTQLNAVEFLWDPAKRASAFIQVHCISTEFTPRKHGGEKGVPFRVQIDTFKQNENGEYTEHLHSASCQIKVFKPKGADRKQKTDREKMEKRTAQEKEKYQPSYETTILTECSPWPDVAYQVNSAPSPSYNGSPNSFGLGEGNASPTHPVEALPV.... Result: 1 (interaction). (5) Result: 0 (no interaction). The miRNA is hsa-miR-8084 with sequence GAAUACUAAGUAAAAAAUCAGUA. The protein sequence of the target gene is MEYEVKKGKKGFVSPIRRLVFPKAGRRAACRSSVSRRPLHSMPLYPPDYLIDPQILLCDYLEKEVKFLGHLTWVTSSLNPSSRDELLQLLDTARQLKELPLKTTAEQDSILSLSARCLLLTWRDNEELILRIPTHEIAAASYLQDDALHLLVLKTGLGVDPVPAGVDASPGGAGRDPGPPGGAPEKRRVGTAERRHTICSLDWRMGWGGGAAEARAGGGGGGSLERQRAGARASGSWERRQTFSGSWERRHGGGGGGGGAGKPGGSWERRQAGSGGGGSWERRHPGPNPLDPQDPSPDAY.... (6) The miRNA is hsa-miR-644a with sequence AGUGUGGCUUUCUUAGAGC. The protein sequence of the target gene is MKPGPPHRAGAAHGAGAGAGAAAGPGARGLLLPPLLLLLLAGRAAGAQRWRSENFERPVDLEGSGDDDSFPDDELDDLYSGSGSGYFEQESGIETAMRFSPDVALAVSTTPAVLPTTNIQPVGTPFEELPSERPTLEPATSPLVVTEVPEEPSQRATTVSTTMATTAATSTGDPTVATVPATVATATPSTPAAPPFTATTAVIRTTGVRRLLPLPLTTVATARATTPEAPSPPTTAAVLDTEAPTPRLVSTATSRPRALPRPATTQEPDIPERSTLPLGTTAPGPTEVAQTPTPETFLTT.... Result: 0 (no interaction).